Predict which catalyst facilitates the given reaction. From a dataset of Catalyst prediction with 721,799 reactions and 888 catalyst types from USPTO. (1) Reactant: [Cl:1][C:2]1[C:7]([OH:8])=[C:6]([F:9])[C:5]([CH3:10])=[CH:4][CH:3]=1.[O:11]=[N+:12]=[O:13].F[B-](F)(F)F.CCCCCC. Product: [Cl:1][C:2]1[C:7]([OH:8])=[C:6]([F:9])[C:5]([CH3:10])=[C:4]([N+:12]([O-:13])=[O:11])[CH:3]=1. The catalyst class is: 426. (2) Reactant: [Cl:1][C:2]1[CH:7]=[CH:6][C:5](B(O)O)=[C:4]([O:11][CH3:12])[CH:3]=1.Cl[C:14]1[C:23]2[C:18](=[CH:19][C:20]([S:24]([O:27][C:28]3[C:33]([F:34])=[C:32]([F:35])[C:31]([F:36])=[C:30]([F:37])[C:29]=3[F:38])(=[O:26])=[O:25])=[CH:21][CH:22]=2)[CH:17]=[CH:16][N:15]=1.P([O-])([O-])([O-])=O.[K+].[K+].[K+]. Product: [Cl:1][C:2]1[CH:7]=[CH:6][C:5]([C:14]2[C:23]3[C:18](=[CH:19][C:20]([S:24]([O:27][C:28]4[C:29]([F:38])=[C:30]([F:37])[C:31]([F:36])=[C:32]([F:35])[C:33]=4[F:34])(=[O:26])=[O:25])=[CH:21][CH:22]=3)[CH:17]=[CH:16][N:15]=2)=[C:4]([O:11][CH3:12])[CH:3]=1. The catalyst class is: 12. (3) Reactant: CS([O:5][CH2:6][CH:7]1[CH2:12][C:11]([CH3:26])([S:13]([C:16]2[CH:21]=[CH:20][CH:19]=[C:18]([C:22]([F:25])([F:24])[F:23])[CH:17]=2)(=[O:15])=[O:14])[CH2:10][CH2:9][O:8]1)(=O)=O.[F:27][C:28]1[CH:29]=[C:30](O)[CH:31]=[CH:32][C:33]=1[S:34]([CH3:37])(=[O:36])=[O:35].C([O-])([O-])=O.[Cs+].[Cs+]. Product: [F:27][C:28]1[CH:29]=[C:30]([CH:31]=[CH:32][C:33]=1[S:34]([CH3:37])(=[O:36])=[O:35])[O:5][CH2:6][CH:7]1[CH2:12][C:11]([CH3:26])([S:13]([C:16]2[CH:21]=[CH:20][CH:19]=[C:18]([C:22]([F:25])([F:23])[F:24])[CH:17]=2)(=[O:15])=[O:14])[CH2:10][CH2:9][O:8]1. The catalyst class is: 18. (4) Reactant: C(O)(C(F)(F)F)=O.[CH:8]12[CH2:14][CH:11]([NH:12][CH2:13]1)[CH2:10][N:9]2[C:15]1[N:20]=[C:19]([NH2:21])[N:18]2[N:22]=[C:23]([C:25]3[O:26][CH:27]=[CH:28][CH:29]=3)[N:24]=[C:17]2[CH:16]=1.Cl[CH2:31][C:32]1[C:33]([CH3:38])=[N:34][O:35][C:36]=1[CH3:37].CCN(CC)CC. Product: [CH3:38][C:33]1[C:32]([CH2:31][N:12]2[CH2:13][CH:8]3[CH2:14][CH:11]2[CH2:10][N:9]3[C:15]2[N:20]=[C:19]([NH2:21])[N:18]3[N:22]=[C:23]([C:25]4[O:26][CH:27]=[CH:28][CH:29]=4)[N:24]=[C:17]3[CH:16]=2)=[C:36]([CH3:37])[O:35][N:34]=1. The catalyst class is: 23. (5) Reactant: C(N(CC)CC)C.[N+:8]([C:11]1[CH:16]=[CH:15][CH:14]=[CH:13][C:12]=1[S:17](Cl)(=[O:19])=[O:18])([O-:10])=[O:9].[CH3:21][O:22][C:23]1[CH:24]=[C:25]([C@H:29]([NH2:31])[CH3:30])[CH:26]=[CH:27][CH:28]=1. Product: [CH3:21][O:22][C:23]1[CH:24]=[C:25]([C@H:29]([NH:31][S:17]([C:12]2[CH:13]=[CH:14][CH:15]=[CH:16][C:11]=2[N+:8]([O-:10])=[O:9])(=[O:19])=[O:18])[CH3:30])[CH:26]=[CH:27][CH:28]=1. The catalyst class is: 4.